This data is from Catalyst prediction with 721,799 reactions and 888 catalyst types from USPTO. The task is: Predict which catalyst facilitates the given reaction. (1) Reactant: Cl.[NH2:2][CH2:3][C:4]([NH:6][CH:7]([C:14]1[CH:19]=[CH:18][C:17]([Cl:20])=[CH:16][CH:15]=1)[C:8]1[CH:13]=[CH:12][CH:11]=[CH:10][CH:9]=1)=[O:5].C(N(CC)CC)C.[Cl:28][C:29]1[CH:30]=[C:31]([CH:35]=[CH:36][CH:37]=1)[C:32](Cl)=[O:33]. Product: [Cl:28][C:29]1[CH:30]=[C:31]([CH:35]=[CH:36][CH:37]=1)[C:32]([NH:2][CH2:3][C:4](=[O:5])[NH:6][CH:7]([C:14]1[CH:19]=[CH:18][C:17]([Cl:20])=[CH:16][CH:15]=1)[C:8]1[CH:13]=[CH:12][CH:11]=[CH:10][CH:9]=1)=[O:33]. The catalyst class is: 4. (2) Reactant: [Cl:1][C:2]1[C:3]([F:32])=[C:4]([CH:29]=[CH:30][CH:31]=1)[NH:5][C:6]1[C:15]2[C:10](=[CH:11][C:12]([O:27][CH3:28])=[C:13]([O:16][CH2:17][C@@H:18]3[CH2:22][CH2:21][CH2:20][N:19]3[C:23](=[O:26])[CH2:24]Cl)[CH:14]=2)[N:9]=[CH:8][N:7]=1.[CH3:33][NH:34][CH3:35]. Product: [Cl:1][C:2]1[C:3]([F:32])=[C:4]([CH:29]=[CH:30][CH:31]=1)[NH:5][C:6]1[C:15]2[C:10](=[CH:11][C:12]([O:27][CH3:28])=[C:13]([O:16][CH2:17][C@@H:18]3[CH2:22][CH2:21][CH2:20][N:19]3[C:23](=[O:26])[CH2:24][N:34]([CH3:35])[CH3:33])[CH:14]=2)[N:9]=[CH:8][N:7]=1. The catalyst class is: 8.